From a dataset of Full USPTO retrosynthesis dataset with 1.9M reactions from patents (1976-2016). Predict the reactants needed to synthesize the given product. (1) Given the product [CH3:28][O:29][C:30]1[CH:35]=[C:34]([O:36][CH3:37])[CH:33]=[CH:32][C:31]=1[CH2:38][NH:39][C:2]1[C:11]2[C:6](=[C:7]([C:12]([O:14][CH2:15][CH3:16])=[O:13])[CH:8]=[CH:9][CH:10]=2)[N:5]=[CH:4][N:3]=1, predict the reactants needed to synthesize it. The reactants are: O[C:2]1[C:11]2[C:6](=[C:7]([C:12]([O:14][CH2:15][CH3:16])=[O:13])[CH:8]=[CH:9][CH:10]=2)[N:5]=[CH:4][N:3]=1.C1CCN2C(=NCCC2)CC1.[CH3:28][O:29][C:30]1[CH:35]=[C:34]([O:36][CH3:37])[CH:33]=[CH:32][C:31]=1[CH2:38][NH2:39]. (2) Given the product [CH3:8][O:7][C:5](=[O:6])[CH:4]([C:9]1[CH:14]=[CH:13][C:12]([NH:15][C:16]([C:18]2[NH:19][CH:20]=[C:21]([C:23]#[N:24])[N:22]=2)=[O:17])=[C:11]([C:33]2[CH2:38][CH2:37][CH2:36][CH2:35][CH:34]=2)[CH:10]=1)[C:3]([O:2][CH3:1])=[O:39], predict the reactants needed to synthesize it. The reactants are: [CH3:1][O:2][C:3](=[O:39])[CH:4]([C:9]1[CH:14]=[CH:13][C:12]([NH:15][C:16]([C:18]2[N:19](COCC[Si](C)(C)C)[CH:20]=[C:21]([C:23]#[N:24])[N:22]=2)=[O:17])=[C:11]([C:33]2[CH2:38][CH2:37][CH2:36][CH2:35][CH:34]=2)[CH:10]=1)[C:5]([O:7][CH3:8])=[O:6].C(O)(C(F)(F)F)=O.